Dataset: Catalyst prediction with 721,799 reactions and 888 catalyst types from USPTO. Task: Predict which catalyst facilitates the given reaction. (1) Reactant: C(O)=[O:2].C(N(CC)CC)C.Cl[CH2:12][C:13]1[O:14][C:15](=[O:19])[O:16][C:17]=1[CH3:18].Cl. Product: [OH:2][CH2:12][C:13]1[O:14][C:15](=[O:19])[O:16][C:17]=1[CH3:18]. The catalyst class is: 47. (2) Product: [Cl:22][C:23]1[N:24]=[CH:25][N:26]([C:28]2[CH:34]=[CH:33][C:31]([NH:32][C:2]3[N:3]=[C:4]([NH:17][CH:18]4[CH2:19][CH2:20][CH2:21]4)[C:5]4[CH2:10][CH2:9][CH:8]([C:11]5[CH:12]=[CH:13][CH:14]=[CH:15][CH:16]=5)[C:6]=4[N:7]=3)=[CH:30][C:29]=2[O:35][CH3:36])[CH:27]=1. Reactant: Cl[C:2]1[N:3]=[C:4]([NH:17][CH:18]2[CH2:21][CH2:20][CH2:19]2)[C:5]2[CH2:10][CH2:9][CH:8]([C:11]3[CH:16]=[CH:15][CH:14]=[CH:13][CH:12]=3)[C:6]=2[N:7]=1.[Cl:22][C:23]1[N:24]=[CH:25][N:26]([C:28]2[CH:34]=[CH:33][C:31]([NH2:32])=[CH:30][C:29]=2[O:35][CH3:36])[CH:27]=1.OS(O)(=O)=O.CCOC(C)=O. The catalyst class is: 37. (3) Product: [F:1][C:2]1[CH:25]=[CH:24][C:5]([O:6][CH2:7][C:8]2[CH:9]=[C:10]([C:14]3[CH:15]=[C:16]4[C:21](=[N:22][CH:23]=3)[N:20]([C:26]([NH2:34])=[O:33])[CH2:19][CH2:18][CH2:17]4)[CH:11]=[N:12][CH:13]=2)=[CH:4][CH:3]=1. Reactant: [F:1][C:2]1[CH:25]=[CH:24][C:5]([O:6][CH2:7][C:8]2[CH:9]=[C:10]([C:14]3[CH:15]=[C:16]4[C:21](=[N:22][CH:23]=3)[NH:20][CH2:19][CH2:18][CH2:17]4)[CH:11]=[N:12][CH:13]=2)=[CH:4][CH:3]=1.[C:26]([N:34]=C=O)(=[O:33])C1C=CC=CC=1.C([O-])([O-])=O.[K+].[K+]. The catalyst class is: 2. (4) Reactant: [N:1]1[C:9]2[C:4](=[N:5][CH:6]=[CH:7][CH:8]=2)[O:3][C:2]=1[C:10]1[CH:19]=[CH:18][C:13]([C:14]([O:16]C)=[O:15])=[CH:12][CH:11]=1.[Li+].[OH-]. Product: [N:1]1[C:9]2[C:4](=[N:5][CH:6]=[CH:7][CH:8]=2)[O:3][C:2]=1[C:10]1[CH:19]=[CH:18][C:13]([C:14]([OH:16])=[O:15])=[CH:12][CH:11]=1. The catalyst class is: 92. (5) Reactant: [Cl:1][C:2]1[C:10]2[C:5](=[CH:6][C:7]([F:12])=[C:8]([NH2:11])[CH:9]=2)[NH:4][N:3]=1.[F:13][C:14]([F:33])([F:32])[C:15]1[CH:20]=[CH:19][C:18]([CH:21]2[CH2:26][C:25](=[O:27])[NH:24][C:23]([CH3:28])=[C:22]2[C:29](O)=[O:30])=[CH:17][CH:16]=1.C(Cl)CCl.CCN(CC)CC. The catalyst class is: 861. Product: [Cl:1][C:2]1[C:10]2[C:5](=[CH:6][C:7]([F:12])=[C:8]([NH:11][C:29]([C:22]3[CH:21]([C:18]4[CH:19]=[CH:20][C:15]([C:14]([F:33])([F:13])[F:32])=[CH:16][CH:17]=4)[CH2:26][C:25](=[O:27])[NH:24][C:23]=3[CH3:28])=[O:30])[CH:9]=2)[NH:4][N:3]=1.